Dataset: Reaction yield outcomes from USPTO patents with 853,638 reactions. Task: Predict the reaction yield, written as a fraction of the theoretical maximum amount of product (1.0 means a 100% yield; for example, 0.34 means a 34% yield). (1) The reactants are [Cl:1][C:2]1[C:19]([Cl:20])=[CH:18][C:5]2[NH:6][C:7]([C:9]3[CH:17]=[CH:16][C:12]([C:13](Cl)=[O:14])=[CH:11][CH:10]=3)=[N:8][C:4]=2[CH:3]=1.[NH2:21][C:22]1[CH:37]=[CH:36][C:25]([C:26]([NH:28][C:29]2[CH:34]=[CH:33][C:32]([Cl:35])=[CH:31][CH:30]=2)=[O:27])=[C:24]([OH:38])[CH:23]=1.O. The catalyst is C1COCC1. The product is [Cl:35][C:32]1[CH:31]=[CH:30][C:29]([NH:28][C:26](=[O:27])[C:25]2[CH:36]=[CH:37][C:22]([NH:21][C:13](=[O:14])[C:12]3[CH:16]=[CH:17][C:9]([C:7]4[NH:6][C:5]5[CH:18]=[C:19]([Cl:20])[C:2]([Cl:1])=[CH:3][C:4]=5[N:8]=4)=[CH:10][CH:11]=3)=[CH:23][C:24]=2[OH:38])=[CH:34][CH:33]=1. The yield is 0.770. (2) The reactants are [C:1]1([NH:7][CH2:8][C:9]([OH:11])=[O:10])[CH:6]=[CH:5][CH:4]=[CH:3][CH:2]=1.[OH-].[Na+].[C:14](Cl)(=[O:17])[O:15][CH3:16]. The catalyst is COC(C)(C)C. The product is [CH3:16][O:15][C:14]([N:7]([C:1]1[CH:6]=[CH:5][CH:4]=[CH:3][CH:2]=1)[CH2:8][C:9]([OH:11])=[O:10])=[O:17]. The yield is 0.920.